From a dataset of Peptide-MHC class II binding affinity with 134,281 pairs from IEDB. Regression. Given a peptide amino acid sequence and an MHC pseudo amino acid sequence, predict their binding affinity value. This is MHC class II binding data. (1) The peptide sequence is INEPTAAAIAYGDDR. The MHC is HLA-DQA10401-DQB10402 with pseudo-sequence HLA-DQA10401-DQB10402. The binding affinity (normalized) is 0.417. (2) The peptide sequence is GIKAVYNFATCGIFA. The MHC is DRB1_0101 with pseudo-sequence DRB1_0101. The binding affinity (normalized) is 0.414. (3) The peptide sequence is APEVKYTVFETALKK. The MHC is DRB1_0802 with pseudo-sequence DRB1_0802. The binding affinity (normalized) is 0.577. (4) The peptide sequence is AAATAMTTVYGAFAA. The MHC is HLA-DQA10102-DQB10602 with pseudo-sequence HLA-DQA10102-DQB10602. The binding affinity (normalized) is 0.662.